Dataset: Catalyst prediction with 721,799 reactions and 888 catalyst types from USPTO. Task: Predict which catalyst facilitates the given reaction. (1) Reactant: [CH:1]1[C:11]2[CH2:10][C:9]3([CH2:15][CH2:14][CH:13]([N:16]4[CH2:21][CH:20]5[C:18]([C:22]([O:24]CC)=[O:23])([CH2:19]5)[CH2:17]4)[CH2:12]3)[C:8]3[CH:27]=[CH:28][CH:29]=[CH:30][C:7]=3[CH2:6][C:5]=2[CH:4]=[CH:3][CH:2]=1.[OH-].[K+]. Product: [CH:1]1[C:11]2[CH2:10][C:9]3([CH2:15][CH2:14][CH:13]([N:16]4[CH2:21][CH:20]5[C:18]([C:22]([OH:24])=[O:23])([CH2:19]5)[CH2:17]4)[CH2:12]3)[C:8]3[CH:27]=[CH:28][CH:29]=[CH:30][C:7]=3[CH2:6][C:5]=2[CH:4]=[CH:3][CH:2]=1. The catalyst class is: 40. (2) Reactant: [BH4-].[Na+].C([O:5][C:6]([C:8]1[C:13]([O:14][CH2:15][CH3:16])=[C:12]([N:17]2[CH2:22][CH2:21][O:20][CH2:19][CH2:18]2)[N:11]=[C:10]([Cl:23])[N:9]=1)=O)C. Product: [Cl:23][C:10]1[N:9]=[C:8]([CH2:6][OH:5])[C:13]([O:14][CH2:15][CH3:16])=[C:12]([N:17]2[CH2:22][CH2:21][O:20][CH2:19][CH2:18]2)[N:11]=1. The catalyst class is: 14.